From a dataset of NCI-60 drug combinations with 297,098 pairs across 59 cell lines. Regression. Given two drug SMILES strings and cell line genomic features, predict the synergy score measuring deviation from expected non-interaction effect. Drug 1: CC1CCC2CC(C(=CC=CC=CC(CC(C(=O)C(C(C(=CC(C(=O)CC(OC(=O)C3CCCCN3C(=O)C(=O)C1(O2)O)C(C)CC4CCC(C(C4)OC)O)C)C)O)OC)C)C)C)OC. Drug 2: CC(C)NC(=O)C1=CC=C(C=C1)CNNC.Cl. Cell line: HT29. Synergy scores: CSS=23.7, Synergy_ZIP=-6.71, Synergy_Bliss=-0.0813, Synergy_Loewe=-12.8, Synergy_HSA=-1.21.